Dataset: CYP2C19 inhibition data for predicting drug metabolism from PubChem BioAssay. Task: Regression/Classification. Given a drug SMILES string, predict its absorption, distribution, metabolism, or excretion properties. Task type varies by dataset: regression for continuous measurements (e.g., permeability, clearance, half-life) or binary classification for categorical outcomes (e.g., BBB penetration, CYP inhibition). Dataset: cyp2c19_veith. The molecule is COc1ccccc1-c1ccc2ncnc(N(C)C)c2c1. The result is 1 (inhibitor).